Dataset: Reaction yield outcomes from USPTO patents with 853,638 reactions. Task: Predict the reaction yield, written as a fraction of the theoretical maximum amount of product (1.0 means a 100% yield; for example, 0.34 means a 34% yield). The reactants are [CH3:1][O:2][C:3]([C:5]1[N:6]=[C:7]([NH:10][C:11](=[O:28])[CH:12]([C:19]2[CH:24]=[CH:23][C:22]([N+:25]([O-])=O)=[CH:21][CH:20]=2)[CH2:13][CH:14]2[CH2:18][CH2:17][CH2:16][CH2:15]2)[S:8][CH:9]=1)=[O:4]. The catalyst is C(OCC)(=O)C.[Pd]. The product is [CH3:1][O:2][C:3]([C:5]1[N:6]=[C:7]([NH:10][C:11](=[O:28])[CH:12]([C:19]2[CH:20]=[CH:21][C:22]([NH2:25])=[CH:23][CH:24]=2)[CH2:13][CH:14]2[CH2:15][CH2:16][CH2:17][CH2:18]2)[S:8][CH:9]=1)=[O:4]. The yield is 1.00.